From a dataset of Full USPTO retrosynthesis dataset with 1.9M reactions from patents (1976-2016). Predict the reactants needed to synthesize the given product. (1) Given the product [ClH:26].[CH2:1]([NH:3][C:4](=[O:5])[C:6]1[CH:11]=[CH:10][C:9]([N:12]2[CH2:13][CH2:14][NH:15][CH2:16][CH2:17]2)=[C:8]([CH3:25])[CH:7]=1)[CH3:2], predict the reactants needed to synthesize it. The reactants are: [CH2:1]([NH:3][C:4]([C:6]1[CH:11]=[CH:10][C:9]([N:12]2[CH2:17][CH2:16][N:15](C(OC(C)(C)C)=O)[CH2:14][CH2:13]2)=[C:8]([CH3:25])[CH:7]=1)=[O:5])[CH3:2].[ClH:26]. (2) The reactants are: [CH:1]1([CH2:4][O:5][C:6]2[CH:11]=[C:10]([O:12][CH3:13])[CH:9]=[CH:8][C:7]=2[C:14]2[CH:19]=[CH:18][N:17]=[C:16]3[C:20]([C:32](O)=[O:33])=[C:21]([CH3:31])[N:22]([CH2:23][O:24][CH2:25][CH2:26][Si:27]([CH3:30])([CH3:29])[CH3:28])[C:15]=23)[CH2:3][CH2:2]1.[NH2:35][C@H:36]1[CH2:41][CH2:40][C@H:39]([NH:42][C:43](=[O:49])[O:44][C:45]([CH3:48])([CH3:47])[CH3:46])[CH2:38][CH2:37]1. Given the product [CH:1]1([CH2:4][O:5][C:6]2[CH:11]=[C:10]([O:12][CH3:13])[CH:9]=[CH:8][C:7]=2[C:14]2[CH:19]=[CH:18][N:17]=[C:16]3[C:20]([C:32]([NH:35][C@H:36]4[CH2:41][CH2:40][C@H:39]([NH:42][C:43](=[O:49])[O:44][C:45]([CH3:47])([CH3:46])[CH3:48])[CH2:38][CH2:37]4)=[O:33])=[C:21]([CH3:31])[N:22]([CH2:23][O:24][CH2:25][CH2:26][Si:27]([CH3:30])([CH3:29])[CH3:28])[C:15]=23)[CH2:2][CH2:3]1, predict the reactants needed to synthesize it. (3) Given the product [OH:31][C:16]12[CH2:28][CH2:27][C@:26]3([CH3:29])[CH:21]([CH:22]([CH3:30])[CH2:23][CH2:24][CH2:25]3)[C@@H:17]1[O:18][C:19](=[O:20])[CH:15]2[CH2:14][N:11]1[CH2:12][CH2:13][NH:8][CH2:9][CH2:10]1, predict the reactants needed to synthesize it. The reactants are: C([N:8]1[CH2:13][CH2:12][N:11]([CH2:14][CH:15]2[C:19](=[O:20])[O:18][C@H:17]3[C:21]4[C@@:26]([CH3:29])([CH2:27][CH2:28][C:16]23[OH:31])[CH2:25][CH2:24][CH2:23][C:22]=4[CH3:30])[CH2:10][CH2:9]1)C1C=CC=CC=1.[H][H]. (4) Given the product [C:32]1([CH:25]([C:26]2[CH:27]=[CH:28][CH:29]=[CH:30][CH:31]=2)[CH2:24][N:21]2[CH2:22][CH2:23][C@H:19]([NH:18][C:16]([NH:15][C:13]3[CH:12]=[CH:11][N:10]=[C:9]([NH:8][CH3:1])[CH:14]=3)=[O:17])[CH2:20]2)[CH:33]=[CH:34][CH:35]=[CH:36][CH:37]=1, predict the reactants needed to synthesize it. The reactants are: [CH2:1]([N:8](C)[C:9]1[CH:14]=[C:13]([NH:15][C:16]([NH:18][C@H:19]2[CH2:23][CH2:22][N:21]([CH2:24][CH:25]([C:32]3[CH:37]=[CH:36][CH:35]=[CH:34][CH:33]=3)[C:26]3[CH:31]=[CH:30][CH:29]=[CH:28][CH:27]=3)[CH2:20]2)=[O:17])[CH:12]=[CH:11][N:10]=1)C1C=CC=CC=1. (5) Given the product [CH2:1]([N:3]([CH2:4][C:6]1[CH:7]=[CH:8][C:9]([CH2:10][C:11]2[CH:36]=[CH:35][CH:34]=[CH:33][C:12]=2[O:13][CH2:14][CH2:15][N:16]2[CH2:21][CH2:20][CH:19]([N:22]3[C:26]4[CH:27]=[CH:28][CH:29]=[CH:30][C:25]=4[N:24]=[C:23]3[CH2:31][OH:32])[CH2:18][CH2:17]2)=[CH:37][CH:38]=1)[CH2:39][CH3:40])[CH3:2], predict the reactants needed to synthesize it. The reactants are: [CH2:1]([N:3]([CH2:39][CH3:40])[C:4]([C:6]1[CH:38]=[CH:37][C:9]([CH2:10][C:11]2[CH:36]=[CH:35][CH:34]=[CH:33][C:12]=2[O:13][CH2:14][CH2:15][N:16]2[CH2:21][CH2:20][CH:19]([N:22]3[C:26]4[CH:27]=[CH:28][CH:29]=[CH:30][C:25]=4[N:24]=[C:23]3[CH2:31][OH:32])[CH2:18][CH2:17]2)=[CH:8][CH:7]=1)=O)[CH3:2].COCCO[AlH2-]OCCOC.[Na+]. (6) Given the product [NH2:4][C:2]1[S:3][C:6]2[C:7]([C:8]([O:10][CH3:11])=[O:9])=[CH:12][CH:13]=[CH:14][C:5]=2[N:1]=1, predict the reactants needed to synthesize it. The reactants are: [NH:1]([C:5]1[CH:6]=[C:7]([CH:12]=[CH:13][CH:14]=1)[C:8]([O:10][CH3:11])=[O:9])[C:2]([NH2:4])=[S:3].BrBr.C(OCC)C. (7) Given the product [F:14][C:13]1[CH:12]=[CH:11][C:7]([CH2:8][OH:9])=[CH:6][C:5]=1[SH:2], predict the reactants needed to synthesize it. The reactants are: Cl[S:2]([C:5]1[CH:6]=[C:7]([CH:11]=[CH:12][C:13]=1[F:14])[C:8](O)=[O:9])(=O)=O.SC1C=C(CO)C=CC=1. (8) Given the product [Cl:1][C:2]1[C:10]([CH3:11])=[C:9]2[C:5]([C:6]([C:2]3[CH:10]=[CH:9][C:5]([CH3:6])=[CH:4][CH:3]=3)([C:25]3[CH:26]=[CH:27][C:22]([CH3:28])=[CH:23][CH:24]=3)[C:7](=[O:12])[NH:8]2)=[CH:4][CH:3]=1, predict the reactants needed to synthesize it. The reactants are: [Cl:1][C:2]1[C:10]([CH3:11])=[C:9]2[C:5]([C:6](=O)[C:7](=[O:12])[NH:8]2)=[CH:4][CH:3]=1.FC(F)(F)S(O)(=O)=O.[C:22]1([CH3:28])[CH:27]=[CH:26][CH:25]=[CH:24][CH:23]=1. (9) Given the product [NH2:39][C:36]1[CH:37]=[CH:38][C:33]([O:32][C:27]2[C:26]([C:2]3[CH:7]=[CH:6][N:5]=[C:4]4[N:8]([C:11]([O:13][C:14]([CH3:17])([CH3:16])[CH3:15])=[O:12])[CH:9]=[CH:10][C:3]=34)=[CH:31][CH:30]=[CH:29][N:28]=2)=[CH:34][CH:35]=1, predict the reactants needed to synthesize it. The reactants are: Cl[C:2]1[CH:7]=[CH:6][N:5]=[C:4]2[N:8]([C:11]([O:13][C:14]([CH3:17])([CH3:16])[CH3:15])=[O:12])[CH:9]=[CH:10][C:3]=12.CC1(C)C(C)(C)OB([C:26]2[C:27]([O:32][C:33]3[CH:38]=[CH:37][C:36]([NH2:39])=[CH:35][CH:34]=3)=[N:28][CH:29]=[CH:30][CH:31]=2)O1.C(=O)([O-])[O-].[Na+].[Na+].C([PH+](C(C)(C)C)C(C)(C)C)(C)(C)C.